Dataset: Full USPTO retrosynthesis dataset with 1.9M reactions from patents (1976-2016). Task: Predict the reactants needed to synthesize the given product. (1) The reactants are: [CH3:1][C:2]1[CH:3]=[C:4]([CH:9]=[C:10]([CH3:31])[C:11]=1[CH2:12][C:13]1[CH:18]=[CH:17][C:16]([O:19][CH2:20][O:21][CH3:22])=[C:15]([CH2:23][C:24]2[CH:29]=[CH:28][C:27]([F:30])=[CH:26][CH:25]=2)[CH:14]=1)[C:5]([O:7]C)=[O:6].[OH-].[Na+]. Given the product [CH3:1][C:2]1[CH:3]=[C:4]([CH:9]=[C:10]([CH3:31])[C:11]=1[CH2:12][C:13]1[CH:18]=[CH:17][C:16]([O:19][CH2:20][O:21][CH3:22])=[C:15]([CH2:23][C:24]2[CH:29]=[CH:28][C:27]([F:30])=[CH:26][CH:25]=2)[CH:14]=1)[C:5]([OH:7])=[O:6], predict the reactants needed to synthesize it. (2) Given the product [C:22]([SiH2:21][O:20][C:19]([CH3:27])([CH3:26])[C:17]1[CH:18]=[C:13]([CH:28]=[O:29])[CH:14]=[N:15][CH:16]=1)([CH3:25])([CH3:24])[CH3:23], predict the reactants needed to synthesize it. The reactants are: CCCCCC.[Li]CCCC.Br[C:13]1[CH:14]=[N:15][CH:16]=[C:17]([C:19]([CH3:27])([CH3:26])[O:20][SiH2:21][C:22]([CH3:25])([CH3:24])[CH3:23])[CH:18]=1.[C:28]([O-])(O)=[O:29].[Na+]. (3) Given the product [NH2:3][C:4]1[N:9]=[CH:8][N:7]=[C:6]2[N:10]([CH2:18][C:19]([N:34]3[CH2:33][CH2:32][N:31]([C:28]4[CH:29]=[CH:30][C:25]([Cl:24])=[C:26]([O:37][CH3:38])[CH:27]=4)[CH2:36][CH2:35]3)=[O:21])[N:11]=[C:12]([C:13]3[NH:17][CH:16]=[CH:15][N:14]=3)[C:5]=12, predict the reactants needed to synthesize it. The reactants are: Cl.Cl.[NH2:3][C:4]1[N:9]=[CH:8][N:7]=[C:6]2[N:10]([CH2:18][C:19]([OH:21])=O)[N:11]=[C:12]([C:13]3[NH:14][CH:15]=[CH:16][N:17]=3)[C:5]=12.Cl.Cl.[Cl:24][C:25]1[CH:30]=[CH:29][C:28]([N:31]2[CH2:36][CH2:35][NH:34][CH2:33][CH2:32]2)=[CH:27][C:26]=1[O:37][CH3:38].C(N(CC)C(C)C)(C)C.CN(C(ON1N=NC2C=CC(=CC1=2)Cl)=[N+](C)C)C.F[P-](F)(F)(F)(F)F. (4) Given the product [C:38]1([C:41]2[CH:42]=[CH:43][CH:44]=[CH:45][CH:46]=2)[CH:39]=[CH:40][C:35]([CH2:34][CH2:33][CH:12]([OH:11])[CH:13]([CH2:14][CH2:15][NH:16][C:17](=[O:25])[C:18]2[CH:19]=[CH:20][C:21]([F:24])=[CH:22][CH:23]=2)[C:26]([O:28][C:29]([CH3:32])([CH3:30])[CH3:31])=[O:27])=[CH:36][CH:37]=1, predict the reactants needed to synthesize it. The reactants are: [OH-].[Li+].C([O:11][CH:12]([CH2:33][CH2:34][C:35]1[CH:40]=[CH:39][C:38]([C:41]2[CH:46]=[CH:45][CH:44]=[CH:43][CH:42]=2)=[CH:37][CH:36]=1)[CH:13]([C:26]([O:28][C:29]([CH3:32])([CH3:31])[CH3:30])=[O:27])[CH2:14][CH2:15][NH:16][C:17](=[O:25])[C:18]1[CH:23]=[CH:22][C:21]([F:24])=[CH:20][CH:19]=1)(=O)C1C=CC=CC=1.Cl. (5) Given the product [NH2:14][C:4]1[CH:5]=[C:6]([CH:12]=[CH:13][C:3]=1[CH2:1][CH2:35][C:36]1[CH:37]=[CH:38][CH:39]=[C:40]([C:42]#[N:43])[CH:41]=1)[C:7]([O:9][CH2:10][CH3:11])=[O:8], predict the reactants needed to synthesize it. The reactants are: [CH:1]([C:3]1[CH:13]=[CH:12][C:6]([C:7]([O:9][CH2:10][CH3:11])=[O:8])=[CH:5][C:4]=1[N+:14]([O-])=O)=O.N12CCCN=C1CCCCC2.C1C=CC([P+](C2C=CC=CC=2)(C2C=CC=CC=2)[CH2:35][C:36]2[CH:41]=[C:40]([C:42]#[N:43])[CH:39]=[CH:38][CH:37]=2)=CC=1.[Br-]. (6) Given the product [CH2:1]([O:8][N:9]([C@H:22]1[CH2:27][N:26]([C:28]([O:30][C:31]([CH3:34])([CH3:33])[CH3:32])=[O:29])[C@H:25]([C:35](=[S:47])[NH2:36])[CH2:24][CH2:23]1)[S:10]([C:13]1[CH:18]=[CH:17][CH:16]=[CH:15][C:14]=1[N+:19]([O-:21])=[O:20])(=[O:12])=[O:11])[C:2]1[CH:7]=[CH:6][CH:5]=[CH:4][CH:3]=1, predict the reactants needed to synthesize it. The reactants are: [CH2:1]([O:8][N:9]([C@H:22]1[CH2:27][N:26]([C:28]([O:30][C:31]([CH3:34])([CH3:33])[CH3:32])=[O:29])[C@H:25]([C:35](=O)[NH2:36])[CH2:24][CH2:23]1)[S:10]([C:13]1[CH:18]=[CH:17][CH:16]=[CH:15][C:14]=1[N+:19]([O-:21])=[O:20])(=[O:12])=[O:11])[C:2]1[CH:7]=[CH:6][CH:5]=[CH:4][CH:3]=1.COC1C=CC(P2(SP(C3C=CC(OC)=CC=3)(=S)S2)=[S:47])=CC=1. (7) Given the product [CH3:15][N:16]1[CH2:17][CH2:18][N:19]([C:22]2[N:27]=[CH:26][C:25]([C:2]3[CH:11]=[C:10]([C:12]([OH:14])=[O:13])[C:9]4[C:4](=[CH:5][CH:6]=[CH:7][CH:8]=4)[N:3]=3)=[CH:24][CH:23]=2)[CH2:20][CH2:21]1, predict the reactants needed to synthesize it. The reactants are: Cl[C:2]1[CH:11]=[C:10]([C:12]([OH:14])=[O:13])[C:9]2[C:4](=[CH:5][CH:6]=[CH:7][CH:8]=2)[N:3]=1.[CH3:15][N:16]1[CH2:21][CH2:20][N:19]([C:22]2[N:27]=[CH:26][CH:25]=[CH:24][C:23]=2B2OC(C)(C)C(C)(C)O2)[CH2:18][CH2:17]1.C([O-])([O-])=O.[K+].[K+]. (8) Given the product [NH2:21][C:20]1[N:1]([C:3]2[CH:8]=[CH:7][CH:6]=[CH:5][N:4]=2)[N:2]=[C:18](/[CH:17]=[CH:16]/[C:13]2[CH:14]=[CH:15][C:10]([OH:9])=[C:11]([O:23][CH3:24])[CH:12]=2)[CH:19]=1, predict the reactants needed to synthesize it. The reactants are: [NH:1]([C:3]1[CH:8]=[CH:7][CH:6]=[CH:5][N:4]=1)[NH2:2].[OH:9][C:10]1[CH:15]=[CH:14][C:13](/[CH:16]=[CH:17]/[C:18](=O)[CH2:19][C:20]#[N:21])=[CH:12][C:11]=1[O:23][CH3:24].